From a dataset of Reaction yield outcomes from USPTO patents with 853,638 reactions. Predict the reaction yield, written as a fraction of the theoretical maximum amount of product (1.0 means a 100% yield; for example, 0.34 means a 34% yield). (1) The reactants are Cl.[CH3:2][C:3]1[CH:18]=[CH:17][C:6]2[NH:7][C:8]3[CH:16]=[CH:15][CH:14]=[CH:13][C:9]=3[N:10]=[C:11]([NH2:12])[C:5]=2[CH:4]=1.[CH2:19]([C@H:27]1[CH2:32]N[CH2:30][CH2:29][NH:28]1)[CH2:20][C:21]1[CH:26]=[CH:25][CH:24]=[CH:23][CH:22]=1.C(N(CC)C(C)C)(C)C.CS(C)=O. The catalyst is C(OCC)(=O)C.C1(C)C=CC=CC=1. The product is [CH3:2][C:3]1[CH:18]=[CH:17][C:6]2[NH:7][C:8]3[CH:16]=[CH:15][CH:14]=[CH:13][C:9]=3[N:10]=[C:11]([N:12]3[CH2:30][CH2:29][NH:28][C@@H:27]([CH2:19][CH2:20][C:21]4[CH:22]=[CH:23][CH:24]=[CH:25][CH:26]=4)[CH2:32]3)[C:5]=2[CH:4]=1. The yield is 0.710. (2) The yield is 0.790. The catalyst is ClCCl.C(#N)C. The product is [ClH:45].[ClH:45].[F:44][C:2]([F:1])([F:43])[C@H:3]([N:30]1[CH2:34][CH2:33][C@H:32]([NH2:35])[CH2:31]1)[C:4]1[CH:5]=[CH:6][C:7]2[N:8]([C:10]([C:13]3[CH:22]=[CH:21][C:20]4[C:15](=[C:16]([O:24][C@H:25]([CH3:29])[CH2:26][O:27][CH3:28])[CH:17]=[C:18]([F:23])[CH:19]=4)[N:14]=3)=[N:11][N:12]=2)[CH:9]=1. The reactants are [F:1][C:2]([F:44])([F:43])[C@H:3]([N:30]1[CH2:34][CH2:33][C@H:32]([NH:35]C(=O)OC(C)(C)C)[CH2:31]1)[C:4]1[CH:5]=[CH:6][C:7]2[N:8]([C:10]([C:13]3[CH:22]=[CH:21][C:20]4[C:15](=[C:16]([O:24][C@H:25]([CH3:29])[CH2:26][O:27][CH3:28])[CH:17]=[C:18]([F:23])[CH:19]=4)[N:14]=3)=[N:11][N:12]=2)[CH:9]=1.[ClH:45].